From a dataset of Forward reaction prediction with 1.9M reactions from USPTO patents (1976-2016). Predict the product of the given reaction. (1) The product is: [OH:32][CH2:31][C:30]([CH3:39])([C:33]1[CH:34]=[CH:35][CH:36]=[CH:37][CH:38]=1)[CH2:29][CH2:28][CH2:27][CH2:26][NH:25][C:2]([NH:1][CH2:4][CH2:5][CH2:6][CH2:7][CH2:8][C:9]([CH3:24])([C:18]1[CH:23]=[CH:22][CH:21]=[CH:20][CH:19]=1)[CH2:10][O:11][CH:12]1[CH2:17][CH2:16][CH2:15][CH2:14][O:13]1)=[O:3]. Given the reactants [N:1]([CH2:4][CH2:5][CH2:6][CH2:7][CH2:8][C:9]([CH3:24])([C:18]1[CH:23]=[CH:22][CH:21]=[CH:20][CH:19]=1)[CH2:10][O:11][CH:12]1[CH2:17][CH2:16][CH2:15][CH2:14][O:13]1)=[C:2]=[O:3].[NH2:25][CH2:26][CH2:27][CH2:28][CH2:29][C:30]([CH3:39])([C:33]1[CH:38]=[CH:37][CH:36]=[CH:35][CH:34]=1)[CH2:31][OH:32], predict the reaction product. (2) Given the reactants Cl.[CH2:2]1[C:5]2([CH2:9][CH2:8][CH2:7][O:6]2)[CH2:4][NH:3]1.[CH3:10][C:11]1[CH:18]=[C:17]([O:19][CH:20]2[CH2:23][N:22]([C:24]([C:26]3[O:27][C:28]([C:31]4[CH:36]=[CH:35][CH:34]=[CH:33][CH:32]=4)=[N:29][N:30]=3)=[O:25])[CH2:21]2)[CH:16]=[CH:15][C:12]=1[CH:13]=O.[Na].C([O-])(O)=O.[Na+], predict the reaction product. The product is: [CH2:4]1[C:5]2([CH2:9][CH2:8][CH2:7][O:6]2)[CH2:2][N:3]1[CH2:13][C:12]1[CH:15]=[CH:16][C:17]([O:19][CH:20]2[CH2:23][N:22]([C:24]([C:26]3[O:27][C:28]([C:31]4[CH:36]=[CH:35][CH:34]=[CH:33][CH:32]=4)=[N:29][N:30]=3)=[O:25])[CH2:21]2)=[CH:18][C:11]=1[CH3:10].